Regression. Given a peptide amino acid sequence and an MHC pseudo amino acid sequence, predict their binding affinity value. This is MHC class I binding data. From a dataset of Peptide-MHC class I binding affinity with 185,985 pairs from IEDB/IMGT. The peptide sequence is MVIENGILKK. The MHC is HLA-A02:02 with pseudo-sequence HLA-A02:02. The binding affinity (normalized) is 0.